Dataset: Forward reaction prediction with 1.9M reactions from USPTO patents (1976-2016). Task: Predict the product of the given reaction. (1) Given the reactants CS[C:3]1[N:4]=[C:5]([NH:14][C:15]2[CH:16]=[C:17]([NH:21][C:22]([N:24]3[CH2:28][CH2:27][CH2:26][CH2:25]3)=[O:23])[CH:18]=[CH:19][CH:20]=2)[C:6]2[C:12](=[O:13])[NH:11][CH:10]=[CH:9][C:7]=2[N:8]=1.C1C=C(Cl)C=C(C(OO)=O)C=1.[NH2:40][CH2:41][CH2:42][CH2:43][NH:44][C:45](=O)OC(C)(C)C.C(O)(C(F)(F)F)=O, predict the reaction product. The product is: [O:13]=[C:12]1[C:6]2[C:5]([NH:14][C:15]3[CH:16]=[C:17]([NH:21][C:22]([N:24]4[CH2:28][CH2:27][CH2:26][CH2:25]4)=[O:23])[CH:18]=[CH:19][CH:20]=3)=[N:4][C:3]([NH:40][C@@H:41]3[CH2:42][CH2:43][NH:44][CH2:45]3)=[N:8][C:7]=2[CH:9]=[CH:10][NH:11]1. (2) Given the reactants [Br:1][C:2]1[CH:11]=[C:10]2[C:5]([CH:6]=[CH:7][N:8]=[C:9]2Cl)=[CH:4][C:3]=1[O:13][CH3:14].[CH2:15]([OH:17])[CH3:16], predict the reaction product. The product is: [Br:1][C:2]1[CH:11]=[C:10]2[C:5]([CH:6]=[CH:7][N:8]=[C:9]2[O:17][CH2:15][CH3:16])=[CH:4][C:3]=1[O:13][CH3:14]. (3) Given the reactants [NH2:1][C:2]1[C:14]2[C:13]3[CH2:12][C:11]([CH3:16])([CH3:15])[CH2:10][CH2:9][C:8]=3[C:7]([N:17]3[CH2:22][CH2:21][N:20]([CH3:23])[CH2:19][CH2:18]3)=[N:6][C:5]=2[S:4][C:3]=1[C:24]([NH2:26])=[O:25].O.[C:28]1(C)C=CC(S(O)(=O)=O)=CC=1, predict the reaction product. The product is: [CH3:15][C:11]1([CH3:16])[CH2:10][CH2:9][C:8]2[C:7]([N:17]3[CH2:18][CH2:19][N:20]([CH3:23])[CH2:21][CH2:22]3)=[N:6][C:5]3[S:4][C:3]4[C:24](=[O:25])[NH:26][CH:28]=[N:1][C:2]=4[C:14]=3[C:13]=2[CH2:12]1. (4) Given the reactants [CH3:1][O:2][C:3]([C:5]1[S:6][C:7](Br)=[CH:8][CH:9]=1)=[O:4].C([Li])CCC.FC(F)(F)S(O[C:22]1[CH:27]=[C:26]([Cl:28])[C:25]([CH2:29][CH:30]2[CH2:34][CH2:33][N:32]([CH:35]3[CH2:40][CH2:39][CH2:38][CH2:37][CH2:36]3)[C:31]2=[O:41])=[C:24]([Cl:42])[CH:23]=1)(=O)=O.ClCCl, predict the reaction product. The product is: [CH3:1][O:2][C:3]([C:5]1[S:6][C:7]([C:22]2[CH:23]=[C:24]([Cl:42])[C:25]([CH2:29][CH:30]3[CH2:34][CH2:33][N:32]([CH:35]4[CH2:40][CH2:39][CH2:38][CH2:37][CH2:36]4)[C:31]3=[O:41])=[C:26]([Cl:28])[CH:27]=2)=[CH:8][CH:9]=1)=[O:4]. (5) Given the reactants [C:1]([C:3]1[CH:19]=[CH:18][C:6]([CH2:7][NH:8][C:9](=[O:17])[C:10]2[CH:15]=[C:14]([CH3:16])[CH:13]=[N:12][CH:11]=2)=[C:5]([OH:20])[CH:4]=1)#[N:2].I[CH2:22][C:23]([NH2:25])=[O:24], predict the reaction product. The product is: [C:23]([CH2:22][O:20][C:5]1[CH:4]=[C:3]([C:1]#[N:2])[CH:19]=[CH:18][C:6]=1[CH2:7][NH:8][C:9](=[O:17])[C:10]1[CH:15]=[C:14]([CH3:16])[CH:13]=[N:12][CH:11]=1)(=[O:24])[NH2:25]. (6) The product is: [O:11]1[C:7]2[CH:6]=[CH:5][C:4]([CH2:3][CH2:2][N:25]3[CH2:26][CH2:27][C@@H:23]([C:19]([C:28]4[CH:33]=[CH:32][CH:31]=[CH:30][CH:29]=4)([C:13]4[CH:14]=[CH:15][CH:16]=[CH:17][CH:18]=4)[C:20]([NH2:22])=[O:21])[CH2:24]3)=[CH:12][C:8]=2[CH2:9][CH2:10]1. Given the reactants Br[CH2:2][CH2:3][C:4]1[CH:5]=[CH:6][C:7]2[O:11][CH2:10][CH2:9][C:8]=2[CH:12]=1.[C:13]1([C:19]([C:28]2[CH:33]=[CH:32][CH:31]=[CH:30][CH:29]=2)([C@@H:23]2[CH2:27][CH2:26][NH:25][CH2:24]2)[C:20]([NH2:22])=[O:21])[CH:18]=[CH:17][CH:16]=[CH:15][CH:14]=1.C(=O)([O-])[O-].[K+].[K+], predict the reaction product. (7) Given the reactants [CH2:1]([NH:4][C:5]1[C:14]2[C:9](=[CH:10][CH:11]=[C:12]([N+:15]([O-:17])=[O:16])[CH:13]=2)[N:8]=[C:7]([NH2:18])[N:6]=1)[CH:2]=[CH2:3].[CH2:19]([N:22]=[C:23]=[O:24])[CH2:20][CH3:21].C(N(CC)CC)C.O, predict the reaction product. The product is: [CH2:1]([NH:4][C:5]1[C:14]2[C:9](=[CH:10][CH:11]=[C:12]([N+:15]([O-:17])=[O:16])[CH:13]=2)[N:8]=[C:7]([NH:18][C:23](=[O:24])[NH:22][CH2:19][CH2:20][CH3:21])[N:6]=1)[CH:2]=[CH2:3]. (8) Given the reactants [CH3:1][O:2][C:3](=[O:10])[CH2:4][C@@H:5]([CH3:9])[C:6]([OH:8])=O.C(Cl)(=O)C(Cl)=O.[NH2:17][C:18]1[CH:27]=[C:26]([Cl:28])[CH:25]=[CH:24][C:19]=1[C:20]([O:22][CH3:23])=[O:21].C(N(CC)CC)C, predict the reaction product. The product is: [CH3:23][O:22][C:20](=[O:21])[C:19]1[CH:24]=[CH:25][C:26]([Cl:28])=[CH:27][C:18]=1[NH:17][C:6](=[O:8])[C@H:5]([CH3:9])[CH2:4][C:3]([O:2][CH3:1])=[O:10]. (9) The product is: [NH2:8][C:7]1[CH:6]=[CH:5][C:4]([CH2:11][C:12]([O:14][CH2:15][CH3:16])=[O:13])=[CH:3][C:2]=1[CH3:1]. Given the reactants [CH3:1][C:2]1[CH:3]=[C:4]([CH:11](C(OCC2C=CC=CC=2)=O)[C:12]([O:14][CH2:15][CH3:16])=[O:13])[CH:5]=[CH:6][C:7]=1[N+:8]([O-])=O.[H][H], predict the reaction product. (10) The product is: [Cl:15][C:9]1[CH:10]=[C:11]([Cl:14])[CH:12]=[CH:13][C:8]=1[C:6]1[N:7]=[C:2]([NH:21][CH2:22][CH2:23][NH:24][C:25]2[N:26]=[CH:27][C:28]([C:29]#[N:30])=[CH:31][CH:32]=2)[C:3]2[N:4]([N:16]=[CH:17][N:18]=2)[CH:5]=1. Given the reactants Cl[C:2]1[C:3]2[N:4]([N:16]=[CH:17][N:18]=2)[CH:5]=[C:6]([C:8]2[CH:13]=[CH:12][C:11]([Cl:14])=[CH:10][C:9]=2[Cl:15])[N:7]=1.Cl.Cl.[NH2:21][CH2:22][CH2:23][NH:24][C:25]1[CH:32]=[CH:31][C:28]([C:29]#[N:30])=[CH:27][N:26]=1.C(N(CC)C(C)C)(C)C, predict the reaction product.